From a dataset of Kir2.1 potassium channel HTS with 301,493 compounds. Binary Classification. Given a drug SMILES string, predict its activity (active/inactive) in a high-throughput screening assay against a specified biological target. (1) The molecule is Clc1ccc(n2nnnc2SCc2nc3n(c2)cccc3)cc1. The result is 0 (inactive). (2) The molecule is S(Cc1c(OC)ccc(c1)C(=O)C)CCC(O)=O. The result is 0 (inactive).